From a dataset of Peptide-MHC class I binding affinity with 185,985 pairs from IEDB/IMGT. Regression. Given a peptide amino acid sequence and an MHC pseudo amino acid sequence, predict their binding affinity value. This is MHC class I binding data. (1) The peptide sequence is RQFHQKLLK. The MHC is HLA-A68:01 with pseudo-sequence HLA-A68:01. The binding affinity (normalized) is 0.0218. (2) The peptide sequence is GDTPINIF. The MHC is Mamu-B01 with pseudo-sequence Mamu-B01. The binding affinity (normalized) is 0.